The task is: Predict the reaction yield, written as a fraction of the theoretical maximum amount of product (1.0 means a 100% yield; for example, 0.34 means a 34% yield).. This data is from Reaction yield outcomes from USPTO patents with 853,638 reactions. (1) The reactants are C(OC(=O)[NH:10][CH2:11][CH2:12][CH2:13][CH2:14][C:15]1[CH:20]=[CH:19][C:18]([O:21][CH2:22][C:23](=[O:27])[N:24]([CH3:26])[CH3:25])=[CH:17][CH:16]=1)C1C=CC=CC=1. The catalyst is C(O)C.[Pd]. The product is [NH2:10][CH2:11][CH2:12][CH2:13][CH2:14][C:15]1[CH:20]=[CH:19][C:18]([O:21][CH2:22][C:23]([N:24]([CH3:25])[CH3:26])=[O:27])=[CH:17][CH:16]=1. The yield is 0.600. (2) The reactants are [NH:1]1[CH:5]=[C:4]([C:6]2[C:7]([C:15]3[CH:20]=[CH:19][CH:18]=[CH:17][CH:16]=3)=[N:8][O:9][C:10]=2[C:11]([F:14])([F:13])[F:12])[N:3]=[CH:2]1.F[C:22]1[CH:27]=[CH:26][C:25]([C:28]([F:31])([F:30])[F:29])=[CH:24][CH:23]=1.C(=O)([O-])[O-].[K+].[K+].O. The catalyst is CN(C=O)C. The product is [C:15]1([C:7]2[C:6]([C:4]3[N:3]=[CH:2][N:1]([C:22]4[CH:27]=[CH:26][C:25]([C:28]([F:31])([F:30])[F:29])=[CH:24][CH:23]=4)[CH:5]=3)=[C:10]([C:11]([F:14])([F:12])[F:13])[O:9][N:8]=2)[CH:16]=[CH:17][CH:18]=[CH:19][CH:20]=1. The yield is 0.640. (3) The reactants are [C:1]1([P:7]([C:10]2[CH:15]=[CH:14][CH:13]=[CH:12][CH:11]=2)(=[O:9])[OH:8])[CH:6]=[CH:5][CH:4]=[CH:3][CH:2]=1.[OH-].[Na+:17]. No catalyst specified. The product is [C:1]1([P:7]([C:10]2[CH:15]=[CH:14][CH:13]=[CH:12][CH:11]=2)(=[O:8])[O-:9])[CH:2]=[CH:3][CH:4]=[CH:5][CH:6]=1.[Na+:17]. The yield is 0.980. (4) The reactants are Br[C:2]1[CH:3]=[N:4][CH:5]=[CH:6][C:7]=1[N:8]1[CH2:13][CH2:12][CH:11]([C:14]([NH2:16])=[O:15])[CH2:10][CH2:9]1.[C:17]1(B(O)O)[CH:22]=[CH:21][CH:20]=[CH:19][CH:18]=1.P([O-])([O-])([O-])=O.C(=O)([O-])O.[Na+]. The catalyst is C1(C)C=CC=CC=1.C1C=CC([P]([Pd]([P](C2C=CC=CC=2)(C2C=CC=CC=2)C2C=CC=CC=2)([P](C2C=CC=CC=2)(C2C=CC=CC=2)C2C=CC=CC=2)[P](C2C=CC=CC=2)(C2C=CC=CC=2)C2C=CC=CC=2)(C2C=CC=CC=2)C2C=CC=CC=2)=CC=1. The product is [C:17]1([C:2]2[CH:3]=[N:4][CH:5]=[CH:6][C:7]=2[N:8]2[CH2:13][CH2:12][CH:11]([C:14]([NH2:16])=[O:15])[CH2:10][CH2:9]2)[CH:22]=[CH:21][CH:20]=[CH:19][CH:18]=1. The yield is 0.250.